From a dataset of Reaction yield outcomes from USPTO patents with 853,638 reactions. Predict the reaction yield, written as a fraction of the theoretical maximum amount of product (1.0 means a 100% yield; for example, 0.34 means a 34% yield). (1) The catalyst is CN(C=O)C. The reactants are [Si:1]([O:8][CH2:9][C@H:10]1[O:18][C@H:17]2[C@H:13]([N:14]=[C:15]([N:19]([CH3:23])[C:20](=[O:22])[O-:21])[S:16]2)[C@@H:12]([OH:24])[C@@H:11]1[OH:25])([C:4]([CH3:7])([CH3:6])[CH3:5])([CH3:3])[CH3:2].[H-].[Na+].Br[CH2:29][C:30]1[CH:35]=[CH:34][C:33]([O:36][CH3:37])=[CH:32][CH:31]=1. The yield is 0.680. The product is [Si:1]([O:8][CH2:9][C@H:10]1[O:18][C@H:17]2[C@H:13]([N:14]=[C:15]([N:19]([CH3:23])[C:20](=[O:21])[O:22][C:4]([CH3:7])([CH3:6])[CH3:5])[S:16]2)[C@@H:12]([O:24][CH2:29][C:30]2[CH:35]=[CH:34][C:33]([O:36][CH3:37])=[CH:32][CH:31]=2)[C@@H:11]1[O:25][CH2:29][C:30]1[CH:35]=[CH:34][C:33]([O:36][CH3:37])=[CH:32][CH:31]=1)([C:4]([CH3:7])([CH3:5])[CH3:6])([CH3:2])[CH3:3]. (2) The reactants are [OH:1][C:2]1[CH:7]=[CH:6][C:5]([CH2:8][CH2:9][C:10]([O:12][CH3:13])=[O:11])=[CH:4][CH:3]=1.[H-].[Na+].[N+:16]([C:19]1[CH:20]=[C:21]([CH:24]=[CH:25][CH:26]=1)[CH2:22]Br)([O-])=O.O. The catalyst is CN(C)C=O.[Pt](=O)=O.C(O)C.O1CCCC1. The product is [NH2:16][C:19]1[CH:20]=[C:21]([CH:24]=[CH:25][CH:26]=1)[CH2:22][O:1][C:2]1[CH:3]=[CH:4][C:5]([CH2:8][CH2:9][C:10]([O:12][CH3:13])=[O:11])=[CH:6][CH:7]=1. The yield is 0.960. (3) The catalyst is O1CCCC1. The reactants are [C:1]([N:4]1[C:13]2[C:8](=[CH:9][CH:10]=[CH:11][CH:12]=2)[C@H:7]([OH:14])[CH2:6][C@@H:5]1[CH3:15])(=[O:3])[CH3:2].[H-].[Na+].[CH2:18](Br)[C:19]1[CH:24]=[CH:23][CH:22]=[CH:21][CH:20]=1.O. The yield is 0.310. The product is [C:1]([N:4]1[C:13]2[C:8](=[CH:9][CH:10]=[CH:11][CH:12]=2)[C@H:7]([O:14][CH2:18][C:19]2[CH:24]=[CH:23][CH:22]=[CH:21][CH:20]=2)[CH2:6][C@@H:5]1[CH3:15])(=[O:3])[CH3:2]. (4) The reactants are Br[C:2]1[C:7](=[O:8])[N:6]([CH2:9][C:10]2[CH:15]=[CH:14][C:13]([C:16]3[C:17]([C:22]#[N:23])=[CH:18][CH:19]=[CH:20][CH:21]=3)=[CH:12][CH:11]=2)[C:5]([CH2:24][CH2:25][CH3:26])=[N:4][C:3]=1[CH3:27].[CH:28]([O:31][C:32]1[CH:37]=[CH:36][C:35](B(O)O)=[CH:34][CH:33]=1)([CH3:30])[CH3:29].C(=O)([O-])[O-].[Cs+].[Cs+]. The catalyst is O1CCOCC1.C(OCC)(=O)C.C1C=CC(P(C2C=CC=CC=2)[C-]2C=CC=C2)=CC=1.C1C=CC(P(C2C=CC=CC=2)[C-]2C=CC=C2)=CC=1.Cl[Pd]Cl.[Fe+2]. The product is [CH:28]([O:31][C:32]1[CH:37]=[CH:36][C:35]([C:2]2[C:7](=[O:8])[N:6]([CH2:9][C:10]3[CH:15]=[CH:14][C:13]([C:16]4[C:17]([C:22]#[N:23])=[CH:18][CH:19]=[CH:20][CH:21]=4)=[CH:12][CH:11]=3)[C:5]([CH2:24][CH2:25][CH3:26])=[N:4][C:3]=2[CH3:27])=[CH:34][CH:33]=1)([CH3:30])[CH3:29]. The yield is 0.890. (5) The reactants are [Cl-].[Al+3].[Cl-].[Cl-].[F:5][C:6]1[CH:15]=[CH:14][C:13]([O:16][CH2:17][CH2:18][CH3:19])=[C:12]2[C:7]=1[C:8](=[O:32])[C:9]([C:20]1[CH:25]=[CH:24][C:23]([O:26]C(C)C)=[CH:22][C:21]=1[O:30][CH3:31])=[CH:10][NH:11]2.O. The catalyst is ClCCl. The product is [F:5][C:6]1[CH:15]=[CH:14][C:13]([O:16][CH2:17][CH2:18][CH3:19])=[C:12]2[C:7]=1[C:8](=[O:32])[C:9]([C:20]1[CH:25]=[CH:24][C:23]([OH:26])=[CH:22][C:21]=1[O:30][CH3:31])=[CH:10][NH:11]2. The yield is 0.900.